Dataset: Catalyst prediction with 721,799 reactions and 888 catalyst types from USPTO. Task: Predict which catalyst facilitates the given reaction. Reactant: [CH:1]1([CH2:7][CH2:8][CH2:9]O)[CH2:6][CH2:5][CH2:4][CH2:3][CH2:2]1.C1(P(C2C=CC=CC=2)C2C=CC=CC=2)C=CC=CC=1.[Br:30]N1C(=O)CCC1=O. Product: [Br:30][CH2:9][CH2:8][CH2:7][CH:1]1[CH2:6][CH2:5][CH2:4][CH2:3][CH2:2]1. The catalyst class is: 2.